Dataset: Full USPTO retrosynthesis dataset with 1.9M reactions from patents (1976-2016). Task: Predict the reactants needed to synthesize the given product. (1) Given the product [Cl:13][C:8]1[CH:7]=[CH:6][N:5]=[C:4]2[CH:3]=[CH:2][O:1][C:9]=12, predict the reactants needed to synthesize it. The reactants are: [O:1]1[C:9]2[C:4](=[N+:5]([O-])[CH:6]=[CH:7][CH:8]=2)[CH:3]=[CH:2]1.O=P(Cl)(Cl)[Cl:13]. (2) The reactants are: [Cl:1][C:2]1[CH:7]=[C:6]([Cl:8])[CH:5]=[CH:4][C:3]=1[CH2:9][O:10][C@@H:11]1[C@@H:17]([CH2:18][O:19][CH2:20][C:21]2[CH:26]=[CH:25][C:24]([Cl:27])=[CH:23][C:22]=2[Cl:28])[O:16][C@H:13](OC)[C@:12]1([CH3:30])[OH:29].Br.[Na].[Cl:33][C:34]1[N:39]=[CH:38][NH:37][C:36]2=[N:40][CH:41]=[CH:42][C:35]=12.C(#N)C. Given the product [Cl:33][C:34]1[C:35]2[CH:42]=[CH:41][N:40]([C@@H:13]3[O:16][C@H:17]([CH2:18][O:19][CH2:20][C:21]4[CH:26]=[CH:25][C:24]([Cl:27])=[CH:23][C:22]=4[Cl:28])[C@@H:11]([O:10][CH2:9][C:3]4[CH:4]=[CH:5][C:6]([Cl:8])=[CH:7][C:2]=4[Cl:1])[C@@:12]3([CH3:30])[OH:29])[C:36]=2[N:37]=[CH:38][N:39]=1, predict the reactants needed to synthesize it. (3) Given the product [F:14][C:2]([F:1])([O:6][C:7]1[CH:12]=[CH:11][C:10]([F:13])=[CH:9][CH:8]=1)[C:3]([N:23]([O:24][CH3:25])[CH3:22])=[O:5], predict the reactants needed to synthesize it. The reactants are: [F:1][C:2]([F:14])([O:6][C:7]1[CH:12]=[CH:11][C:10]([F:13])=[CH:9][CH:8]=1)[C:3]([OH:5])=O.C(Cl)(=O)C(Cl)=O.Cl.[CH3:22][NH:23][O:24][CH3:25].